From a dataset of CYP3A4 inhibition data for predicting drug metabolism from PubChem BioAssay. Regression/Classification. Given a drug SMILES string, predict its absorption, distribution, metabolism, or excretion properties. Task type varies by dataset: regression for continuous measurements (e.g., permeability, clearance, half-life) or binary classification for categorical outcomes (e.g., BBB penetration, CYP inhibition). Dataset: cyp3a4_veith. (1) The molecule is N#CCCn1c(=O)cnc2cnc(N3CCOCC3)nc21. The result is 0 (non-inhibitor). (2) The result is 1 (inhibitor). The compound is COc1ccc2c(c1)Cc1cc(N=[N+]([O-])c3ccc4c(c3)Cc3cc(OC)ccc3-4)ccc1-2. (3) The compound is CCn1c(=O)n(CC)c2cc([N+](=O)[O-])ccc21. The result is 0 (non-inhibitor). (4) The molecule is O=C(CC(=O)NN=C1CCCC1)NCCc1ccccc1. The result is 0 (non-inhibitor). (5) The molecule is COc1ccc(C(=O)CN2CCN(c3ccc(F)cc3)CC2)cc1OC. The result is 1 (inhibitor).